This data is from Full USPTO retrosynthesis dataset with 1.9M reactions from patents (1976-2016). The task is: Predict the reactants needed to synthesize the given product. (1) Given the product [CH3:21][C:3]1[C:4]([C:8]([N:10]2[CH2:15][CH2:14][CH:13]([N:16]3[CH2:20][CH2:19][CH2:18][CH2:17]3)[CH2:12][CH2:11]2)=[O:9])=[CH:5][CH:6]=[CH:7][C:2]=1[C:28]1[CH:27]=[CH:26][CH:25]=[C:24]([C:23]([F:34])([F:33])[F:22])[CH:29]=1, predict the reactants needed to synthesize it. The reactants are: Br[C:2]1[C:3]([CH3:21])=[C:4]([C:8]([N:10]2[CH2:15][CH2:14][CH:13]([N:16]3[CH2:20][CH2:19][CH2:18][CH2:17]3)[CH2:12][CH2:11]2)=[O:9])[CH:5]=[CH:6][CH:7]=1.[F:22][C:23]([F:34])([F:33])[C:24]1[CH:25]=[C:26](B(O)O)[CH:27]=[CH:28][CH:29]=1. (2) Given the product [N:1]1([C:5]([C:7]2[N:12]=[CH:11][C:10]([O:14][C:15]3[CH:16]=[C:17]([CH:22]=[C:23]([O:25][C@@H:26]([CH3:30])[CH2:27][O:28][CH3:29])[CH:24]=3)[C:18]([OH:20])=[O:19])=[CH:9][N:8]=2)=[O:6])[CH2:4][CH2:3][CH2:2]1, predict the reactants needed to synthesize it. The reactants are: [N:1]1([C:5]([C:7]2[N:12]=[CH:11][C:10](Br)=[CH:9][N:8]=2)=[O:6])[CH2:4][CH2:3][CH2:2]1.[OH:14][C:15]1[CH:16]=[C:17]([CH:22]=[C:23]([O:25][C@@H:26]([CH3:30])[CH2:27][O:28][CH3:29])[CH:24]=1)[C:18]([O:20]C)=[O:19].C(=O)([O-])[O-].[Cs+].[Cs+].